Dataset: Full USPTO retrosynthesis dataset with 1.9M reactions from patents (1976-2016). Task: Predict the reactants needed to synthesize the given product. Given the product [CH3:1][C:2]1[N:6]([CH2:7][C:8]2[CH:9]=[C:10]([C:11]([N:38]3[CH2:39][CH2:40][N:35]([CH3:34])[CH2:36][CH2:37]3)=[O:13])[CH:15]=[CH:16][CH:17]=2)[N:5]=[C:4]([C:18]2[O:22][N:21]=[C:20]([C:23]3[CH:24]=[CH:25][C:26]([O:29][C:30]([F:32])([F:31])[F:33])=[CH:27][CH:28]=3)[N:19]=2)[N:3]=1, predict the reactants needed to synthesize it. The reactants are: [CH3:1][C:2]1[N:6]([CH2:7][C:8]2[CH:9]=[C:10]([CH:15]=[CH:16][CH:17]=2)[C:11]([O:13]C)=O)[N:5]=[C:4]([C:18]2[O:22][N:21]=[C:20]([C:23]3[CH:28]=[CH:27][C:26]([O:29][C:30]([F:33])([F:32])[F:31])=[CH:25][CH:24]=3)[N:19]=2)[N:3]=1.[CH3:34][N:35]1[CH2:40][CH2:39][NH:38][CH2:37][CH2:36]1.N1C=NC=N1.C1CCN2C(=NCCC2)CC1.